From a dataset of Reaction yield outcomes from USPTO patents with 853,638 reactions. Predict the reaction yield, written as a fraction of the theoretical maximum amount of product (1.0 means a 100% yield; for example, 0.34 means a 34% yield). (1) The reactants are [S:1]1[CH:5]=[C:4]([CH2:6][OH:7])[N:3]=[CH:2]1.C[Si]([N-][Si](C)(C)C)(C)C.[Li+].[CH:18]1([NH:21][C:22]([C:24]2[CH:25]=[CH:26][C:27]([CH3:43])=[C:28]([NH:30][C:31]([C:33]3[CH:34]=[N:35][C:36](S(C)(=O)=O)=[N:37][CH:38]=3)=[O:32])[CH:29]=2)=[O:23])[CH2:20][CH2:19]1. The catalyst is C1COCC1. The product is [CH:18]1([NH:21][C:22]([C:24]2[CH:25]=[CH:26][C:27]([CH3:43])=[C:28]([NH:30][C:31]([C:33]3[CH:34]=[N:35][C:36]([O:7][CH2:6][C:4]4[N:3]=[CH:2][S:1][CH:5]=4)=[N:37][CH:38]=3)=[O:32])[CH:29]=2)=[O:23])[CH2:20][CH2:19]1. The yield is 0.230. (2) The reactants are C([O:3][C:4](=[O:32])[CH2:5][CH2:6][C:7]1[CH:12]=[CH:11][C:10]([O:13][CH2:14][CH2:15][CH:16]([O:18][C:19]2[CH:24]=[CH:23][C:22]([C:25]([F:28])([F:27])[F:26])=[CH:21][C:20]=2Br)[CH3:17])=[CH:9][C:8]=1[CH2:30][CH3:31])C.[C:33]1([CH3:40])[C:38]([OH:39])=[CH:37][CH:36]=[CH:35][CH:34]=1. The yield is 0.0500. No catalyst specified. The product is [CH2:30]([C:8]1[CH:9]=[C:10]([O:13][CH2:14][CH2:15][C@@H:16]([O:18][C:19]2[CH:24]=[CH:23][C:22]([C:25]([F:26])([F:28])[F:27])=[CH:21][C:20]=2[O:39][C:38]2[CH:37]=[CH:36][CH:35]=[CH:34][C:33]=2[CH3:40])[CH3:17])[CH:11]=[CH:12][C:7]=1[CH2:6][CH2:5][C:4]([OH:32])=[O:3])[CH3:31]. (3) The yield is 0.766. The reactants are [C:1]([O:5][C:6]([N:8]1[C:16]2[C:11](=[CH:12][C:13]([CH:17]3[C:22]([C:23]#[N:24])=[C:21]([CH3:25])[NH:20][C:19]([CH3:26])=[C:18]3[C:27]#[N:28])=[CH:14][CH:15]=2)[C:10]([NH2:29])=[N:9]1)=[O:7])([CH3:4])([CH3:3])[CH3:2].[CH:30](=O)[CH3:31].C(O)(=O)C.C([BH3-])#N.[Na+]. The product is [C:1]([O:5][C:6]([N:8]1[C:16]2[C:11](=[CH:12][C:13]([CH:17]3[C:22]([C:23]#[N:24])=[C:21]([CH3:25])[NH:20][C:19]([CH3:26])=[C:18]3[C:27]#[N:28])=[CH:14][CH:15]=2)[C:10]([NH:29][CH2:30][CH3:31])=[N:9]1)=[O:7])([CH3:4])([CH3:2])[CH3:3]. The catalyst is CO. (4) The reactants are C([N:8]([CH2:21][CH2:22][C:23]#[CH:24])[S:9]([CH2:12][C:13]1[C:18]([CH3:19])=[CH:17][CH:16]=[CH:15][C:14]=1[CH3:20])(=[O:11])=[O:10])(OC(C)(C)C)=O.CN(C=O)C.[CH:30]([NH:43][C:44]1[CH:49]=[CH:48][C:47]([Cl:50])=[CH:46][C:45]=1I)([C:37]1[CH:42]=[CH:41][CH:40]=[CH:39][CH:38]=1)[C:31]1[CH:36]=[CH:35][CH:34]=[CH:33][CH:32]=1.C(N(CC)CC)C. The catalyst is Cl[Pd](Cl)([P](C1C=CC=CC=1)(C1C=CC=CC=1)C1C=CC=CC=1)[P](C1C=CC=CC=1)(C1C=CC=CC=1)C1C=CC=CC=1.[Cu]I.[Cu](I)I.CN(C)C(=O)C.O.C1(C)C=CC=CC=1. The product is [CH:30]([N:43]1[C:44]2[C:49](=[CH:48][C:47]([Cl:50])=[CH:46][CH:45]=2)[CH:24]=[C:23]1[CH2:22][CH2:21][NH:8][S:9]([CH2:12][C:13]1[C:14]([CH3:20])=[CH:15][CH:16]=[CH:17][C:18]=1[CH3:19])(=[O:10])=[O:11])([C:37]1[CH:42]=[CH:41][CH:40]=[CH:39][CH:38]=1)[C:31]1[CH:36]=[CH:35][CH:34]=[CH:33][CH:32]=1. The yield is 0.940. (5) The reactants are [Cl:1][C:2]1[C:10]([F:11])=[C:9]2[C:5]([C:6](SC3C=CC=C(C(OCC)=O)C=3F)=[C:7](C3CC3)[N:8]2[C:12]2C=N[N:15]([CH2:17][CH2:18][CH2:19]C(O)=O)[CH:16]=2)=[CH:4][CH:3]=1.BrC1C=NC=CC=1.CNCCNC.[O-]P([O-])([O-])=O.[K+].[K+].[K+]. The catalyst is C1(C)C=CC=CC=1.[Cu]I. The product is [Cl:1][C:2]1[C:10]([F:11])=[C:9]2[C:5]([CH:6]=[CH:7][N:8]2[C:12]2[CH:16]=[N:15][CH:17]=[CH:18][CH:19]=2)=[CH:4][CH:3]=1. The yield is 0.690. (6) The reactants are [CH2:1]([O:3][C:4]([C:6]1([C:9]2[CH:14]=[CH:13][C:12]([C:15]3[CH:20]=[CH:19][C:18]([C:21]4[S:22][C:23]([Cl:29])=[CH:24][C:25]=4C(=O)N)=[CH:17][CH:16]=3)=[CH:11][CH:10]=2)[CH2:8][CH2:7]1)=[O:5])[CH3:2].[N:30]1[CH:35]=CC=CC=1.FC(F)(F)C(OI(C1C=CC=CC=1)OC(=O)C(F)(F)F)=[O:39].[CH3:57][C:58]1[C:59]([CH:63]([OH:65])[CH3:64])=[CH:60][S:61][CH:62]=1. The catalyst is C1(C)C=CC=CC=1. The product is [CH2:1]([O:3][C:4]([C:6]1([C:9]2[CH:14]=[CH:13][C:12]([C:15]3[CH:20]=[CH:19][C:18]([C:21]4[S:22][C:23]([Cl:29])=[CH:24][C:25]=4[NH:30][C:35]([O:65][CH:63]([C:59]4[C:58]([CH3:57])=[CH:62][S:61][CH:60]=4)[CH3:64])=[O:39])=[CH:17][CH:16]=3)=[CH:11][CH:10]=2)[CH2:7][CH2:8]1)=[O:5])[CH3:2]. The yield is 0.860. (7) The reactants are [S:1]1[CH:5]=[CH:4][CH:3]=[C:2]1[C:6](Cl)=[O:7].[Cl:9][C:10]1[CH:11]=[C:12]2[C:17](=[CH:18][CH:19]=1)[N:16]([CH2:20][C:21]1[CH:26]=[CH:25][C:24]([F:27])=[CH:23][CH:22]=1)[C:15](=[O:28])[C:14]([C:29]#[N:30])=[C:13]2[N:31]1[CH2:36][CH2:35][NH:34][CH2:33][CH2:32]1. The catalyst is N1C=CC=CC=1. The product is [Cl:9][C:10]1[CH:11]=[C:12]2[C:17](=[CH:18][CH:19]=1)[N:16]([CH2:20][C:21]1[CH:22]=[CH:23][C:24]([F:27])=[CH:25][CH:26]=1)[C:15](=[O:28])[C:14]([C:29]#[N:30])=[C:13]2[N:31]1[CH2:36][CH2:35][N:34]([C:6]([C:2]2[S:1][CH:5]=[CH:4][CH:3]=2)=[O:7])[CH2:33][CH2:32]1. The yield is 0.550. (8) The reactants are [Cl:1][C:2]1[CH:3]=[C:4]([CH:23]=[C:24]([Cl:29])[C:25]=1[O:26][CH2:27][CH3:28])[C:5]([NH:7][C:8]1[CH:20]=[CH:19][C:11]([C:12]([O:14]C(C)(C)C)=[O:13])=[C:10]([O:21]C)[CH:9]=1)=[O:6].B(Cl)(Cl)Cl.O.C([O-])(O)=O.[Na+]. The catalyst is C(Cl)Cl. The product is [Cl:1][C:2]1[CH:3]=[C:4]([CH:23]=[C:24]([Cl:29])[C:25]=1[O:26][CH2:27][CH3:28])[C:5]([NH:7][C:8]1[CH:20]=[CH:19][C:11]([C:12]([OH:14])=[O:13])=[C:10]([OH:21])[CH:9]=1)=[O:6]. The yield is 0.240.